Dataset: Forward reaction prediction with 1.9M reactions from USPTO patents (1976-2016). Task: Predict the product of the given reaction. (1) Given the reactants C(NCCO)C1C=CC=CC=1.C([C@H]1OC1)Cl.[OH-].[Na+].C([N:26]1[CH2:31][CH2:30][O:29][CH:28]([CH2:32][OH:33])[CH2:27]1)C1C=CC=CC=1.C(N1CCCOCC1)C1C=CC=CC=1.[F:48][C:49]([F:54])([F:53])[C:50]([OH:52])=[O:51], predict the reaction product. The product is: [F:48][C:49]([F:54])([F:53])[C:50]([OH:52])=[O:51].[OH:33][CH2:32][C@@H:28]1[O:29][CH2:30][CH2:31][NH:26][CH2:27]1. (2) Given the reactants [CH3:1][O:2][C:3](=[O:13])[CH2:4][C:5]1[CH:10]=[CH:9][C:8]([CH2:11]Br)=[CH:7][CH:6]=1.[C-:14]#[N:15].[K+], predict the reaction product. The product is: [CH3:1][O:2][C:3](=[O:13])[CH2:4][C:5]1[CH:10]=[CH:9][C:8]([CH2:11][C:14]#[N:15])=[CH:7][CH:6]=1. (3) Given the reactants [CH3:1][C@@H:2]1[CH2:6][CH2:5][C:4](=C(C)C)[CH:3]1[C:10]([O:12][CH2:13][CH3:14])=[O:11].C(=O)=[O:16].C(O)(C)C, predict the reaction product. The product is: [CH3:1][C@@H:2]1[CH2:6][CH2:5][C:4](=[O:16])[CH:3]1[C:10]([O:12][CH2:13][CH3:14])=[O:11].